From a dataset of Forward reaction prediction with 1.9M reactions from USPTO patents (1976-2016). Predict the product of the given reaction. (1) Given the reactants [F:1][C:2]([F:25])([F:24])[C:3]1[CH:4]=[C:5]([CH:21]=[CH:22][CH:23]=1)[O:6][CH2:7][C:8](=NNC(N)=O)[CH2:9][P:10](=[O:15])([O:13][CH3:14])[O:11][CH3:12].C(Cl)Cl.Cl.[OH2:30], predict the reaction product. The product is: [F:1][C:2]([F:25])([F:24])[C:3]1[CH:4]=[C:5]([CH:21]=[CH:22][CH:23]=1)[O:6][CH2:7][C:8](=[O:30])[CH2:9][P:10](=[O:15])([O:13][CH3:14])[O:11][CH3:12]. (2) Given the reactants Cl.[F:2][C:3]1[C:8]([F:9])=[CH:7][CH:6]=[C:5]([F:10])[C:4]=1[CH2:11][C:12]([OH:14])=O.[CH2:15]([C@H:22]1[CH2:26][NH:25][C@H:24]([C:27]([NH:29][C:30]2[CH:35]=[CH:34][C:33]([O:36][C:37]3[CH:42]=[CH:41][C:40]([F:43])=[CH:39][CH:38]=3)=[CH:32][CH:31]=2)=[O:28])[CH2:23]1)[C:16]1[CH:21]=[CH:20][CH:19]=[CH:18][CH:17]=1, predict the reaction product. The product is: [CH2:15]([C@H:22]1[CH2:26][N:25]([C:12](=[O:14])[CH2:11][C:4]2[C:5]([F:10])=[CH:6][CH:7]=[C:8]([F:9])[C:3]=2[F:2])[C@H:24]([C:27]([NH:29][C:30]2[CH:35]=[CH:34][C:33]([O:36][C:37]3[CH:38]=[CH:39][C:40]([F:43])=[CH:41][CH:42]=3)=[CH:32][CH:31]=2)=[O:28])[CH2:23]1)[C:16]1[CH:17]=[CH:18][CH:19]=[CH:20][CH:21]=1. (3) Given the reactants [C:1]([C:5]1[CH:9]=[C:8]([NH:10][C:11]([NH:13][CH2:14][C:15]2[CH:20]=[C:19]([F:21])[CH:18]=[CH:17][C:16]=2[O:22][C:23]2[CH:24]=[C:25]3[C:29](=[CH:30][CH:31]=2)[N:28]([CH2:32][CH:33]=[O:34])[N:27]=[CH:26]3)=[O:12])[N:7]([C:35]2[CH:40]=[CH:39][C:38]([CH3:41])=[CH:37][CH:36]=2)[N:6]=1)([CH3:4])([CH3:3])[CH3:2].[BH4-].[Na+], predict the reaction product. The product is: [C:1]([C:5]1[CH:9]=[C:8]([NH:10][C:11]([NH:13][CH2:14][C:15]2[CH:20]=[C:19]([F:21])[CH:18]=[CH:17][C:16]=2[O:22][C:23]2[CH:24]=[C:25]3[C:29](=[CH:30][CH:31]=2)[N:28]([CH2:32][CH2:33][OH:34])[N:27]=[CH:26]3)=[O:12])[N:7]([C:35]2[CH:40]=[CH:39][C:38]([CH3:41])=[CH:37][CH:36]=2)[N:6]=1)([CH3:4])([CH3:3])[CH3:2]. (4) Given the reactants COC(=O)[C:4]([C:8]1[CH:13]=[CH:12][C:11]([F:14])=[CH:10][C:9]=1[N+:15]([O-:17])=[O:16])=[C:5]([OH:7])[CH3:6].S(=O)(=O)(O)O, predict the reaction product. The product is: [F:14][C:11]1[CH:12]=[CH:13][C:8]([CH2:4][C:5]([CH3:6])=[O:7])=[C:9]([N+:15]([O-:17])=[O:16])[CH:10]=1. (5) The product is: [F:1][C:2]1[C:3]2[CH:4]=[C:5]3[C:14]4[N:15]=[C:16]([C:19]5[C:20]([N:40]([CH3:45])[S:41]([CH3:44])(=[O:43])=[O:42])=[CH:21][C:22]6[O:26][C:25]([C:27]7[C:28]([OH:33])=[N:29][CH:30]=[CH:31][CH:32]=7)=[C:24]([C:35]([NH:37][CH3:38])=[O:36])[C:23]=6[CH:39]=5)[CH:17]=[CH:18][C:13]=4[O:12][CH2:11][N:6]3[C:7]=2[CH:8]=[CH:9][CH:10]=1. Given the reactants [F:1][C:2]1[C:3]2[CH:4]=[C:5]3[C:14]4[N:15]=[C:16]([C:19]5[C:20]([N:40]([CH3:45])[S:41]([CH3:44])(=[O:43])=[O:42])=[CH:21][C:22]6[O:26][C:25]([C:27]7[C:28]([O:33]C)=[N:29][CH:30]=[CH:31][CH:32]=7)=[C:24]([C:35]([NH:37][CH3:38])=[O:36])[C:23]=6[CH:39]=5)[CH:17]=[CH:18][C:13]=4[O:12][CH2:11][N:6]3[C:7]=2[CH:8]=[CH:9][CH:10]=1.[Na+].[I-], predict the reaction product. (6) Given the reactants [CH3:1][C:2]1[CH:3]=[C:4](B(O)O)[CH:5]=[CH:6][C:7]=1[CH3:8].[Cl:12][C:13]1[N:18]=[C:17](Cl)[N:16]=[C:15]([O:20][CH3:21])[N:14]=1.C(=O)([O-])[O-].[Na+].[Na+].O, predict the reaction product. The product is: [Cl:12][C:13]1[N:18]=[C:17]([C:4]2[CH:5]=[CH:6][C:7]([CH3:8])=[C:2]([CH3:1])[CH:3]=2)[N:16]=[C:15]([O:20][CH3:21])[N:14]=1. (7) Given the reactants C[O:2][C:3](=O)[CH2:4][CH2:5][C:6]1[CH:7]=[N:8][CH:9]=[C:10]([C:12]2[CH:17]=[CH:16][CH:15]=[C:14]([Cl:18])[C:13]=2[Cl:19])[CH:11]=1.[NH3:21], predict the reaction product. The product is: [Cl:19][C:13]1[C:14]([Cl:18])=[CH:15][CH:16]=[CH:17][C:12]=1[C:10]1[CH:11]=[C:6]([CH2:5][CH2:4][C:3]([NH2:21])=[O:2])[CH:7]=[N:8][CH:9]=1. (8) Given the reactants [NH2:1][C@@H:2]1[CH2:6][CH2:5][CH2:4][C@:3]1([CH2:11][CH3:12])[C:7]([O:9][CH3:10])=[O:8].Cl.[CH3:14][C:15]1[CH:24]=[C:23]([CH2:25][O:26][C:27]2[CH:32]=[CH:31][C:30]([S:33](Cl)(=[O:35])=[O:34])=[CH:29][CH:28]=2)[C:22]2[C:17](=[CH:18][CH:19]=[CH:20][CH:21]=2)[N:16]=1, predict the reaction product. The product is: [CH2:11]([C@:3]1([C:7]([O:9][CH3:10])=[O:8])[CH2:4][CH2:5][CH2:6][C@H:2]1[NH:1][S:33]([C:30]1[CH:31]=[CH:32][C:27]([O:26][CH2:25][C:23]2[C:22]3[C:17](=[CH:18][CH:19]=[CH:20][CH:21]=3)[N:16]=[C:15]([CH3:14])[CH:24]=2)=[CH:28][CH:29]=1)(=[O:34])=[O:35])[CH3:12]. (9) The product is: [CH2:1]([C:8]1[CH:9]=[N:10][C:11]2[C:16]([C:17]=1[C:18]1[CH:19]=[C:20]([NH:24][CH2:34][C:30]3[NH:29][CH:33]=[CH:32][N:31]=3)[CH:21]=[CH:22][CH:23]=1)=[CH:15][CH:14]=[CH:13][C:12]=2[C:25]([F:28])([F:26])[F:27])[C:2]1[CH:3]=[CH:4][CH:5]=[CH:6][CH:7]=1. Given the reactants [CH2:1]([C:8]1[CH:9]=[N:10][C:11]2[C:16]([C:17]=1[C:18]1[CH:19]=[C:20]([NH2:24])[CH:21]=[CH:22][CH:23]=1)=[CH:15][CH:14]=[CH:13][C:12]=2[C:25]([F:28])([F:27])[F:26])[C:2]1[CH:7]=[CH:6][CH:5]=[CH:4][CH:3]=1.[NH:29]1[CH:33]=[CH:32][N:31]=[C:30]1[CH:34]=O, predict the reaction product.